From a dataset of Reaction yield outcomes from USPTO patents with 853,638 reactions. Predict the reaction yield, written as a fraction of the theoretical maximum amount of product (1.0 means a 100% yield; for example, 0.34 means a 34% yield). (1) The yield is 0.120. The reactants are Br[C:2]1[CH:3]=[CH:4][C:5]2[O:11][CH2:10][CH2:9][N:8]3[CH:12]=[C:13]([C:15]4[N:19]([CH:20]([CH3:22])[CH3:21])[N:18]=[CH:17][N:16]=4)[N:14]=[C:7]3[C:6]=2[CH:23]=1.[C:24]1(B(O)O)[CH:29]=[CH:28][CH:27]=[CH:26][CH:25]=1.C([O-])([O-])=O.[Cs+].[Cs+].O. The product is [CH:20]([N:19]1[C:15]([C:13]2[N:14]=[C:7]3[C:6]4[CH:23]=[C:2]([C:24]5[CH:29]=[CH:28][CH:27]=[CH:26][CH:25]=5)[CH:3]=[CH:4][C:5]=4[O:11][CH2:10][CH2:9][N:8]3[CH:12]=2)=[N:16][CH:17]=[N:18]1)([CH3:22])[CH3:21]. The catalyst is O1CCOCC1.C1C=CC(P(C2C=CC=CC=2)[C-]2C=CC=C2)=CC=1.C1C=CC(P(C2C=CC=CC=2)[C-]2C=CC=C2)=CC=1.Cl[Pd]Cl.[Fe+2]. (2) The catalyst is CN(C=O)C. The product is [Cl:1][C:2]1[CH:7]=[CH:6][C:5]([O:8][C:9]2[CH:14]=[CH:13][C:34]([CH2:35][CH2:36][N:32]([CH3:23])[C:37]([NH2:38])=[NH:39])=[CH:11][CH:10]=2)=[CH:4][C:3]=1[C:19]([F:20])([F:21])[F:22]. The yield is 0.930. The reactants are [Cl:1][C:2]1[CH:7]=[CH:6][C:5]([O:8][C:9]2[CH:14]=[CH:13]C(CCNC)=[CH:11][CH:10]=2)=[CH:4][C:3]=1[C:19]([F:22])([F:21])[F:20].[CH3:23]CN(C(C)C)C(C)C.[N:32]1([C:37](=[NH:39])[NH2:38])[CH:36]=[CH:35][CH:34]=N1.